From a dataset of Catalyst prediction with 721,799 reactions and 888 catalyst types from USPTO. Predict which catalyst facilitates the given reaction. Reactant: [CH2:1]([C:4]1[C:19]([OH:20])=[C:18]([N+:21]([O-:23])=[O:22])[CH:17]=[CH:16][C:5]=1[C:6]([O:8][CH2:9][C:10]1[CH:15]=[CH:14][CH:13]=[CH:12][CH:11]=1)=[O:7])[CH:2]=[CH2:3].ClC1C=CC=C(C(OO)=[O:32])C=1.S([O-])([O-])(=O)=S.[Na+].[Na+]. Product: [OH:32][CH2:3][CH:2]1[CH2:1][C:4]2=[C:5]([C:6]([O:8][CH2:9][C:10]3[CH:15]=[CH:14][CH:13]=[CH:12][CH:11]=3)=[O:7])[CH:16]=[CH:17][C:18]([N+:21]([O-:23])=[O:22])=[C:19]2[O:20]1. The catalyst class is: 26.